Predict the reactants needed to synthesize the given product. From a dataset of Full USPTO retrosynthesis dataset with 1.9M reactions from patents (1976-2016). (1) Given the product [C:35]([CH:17]1[CH2:16][N:15]([S:12]([C:7]2[CH:6]=[CH:5][C:4]3[C:9](=[CH:10][CH:11]=[C:2]([Cl:1])[CH:3]=3)[CH:8]=2)(=[O:13])=[O:14])[CH2:20][CH2:19][N:18]1[C:21]([CH:23]1[CH2:28][CH2:27][N:26]([C:29]2[CH:30]=[CH:31][N:32]=[CH:33][CH:34]=2)[CH2:25][CH2:24]1)=[O:22])([OH:37])=[O:36], predict the reactants needed to synthesize it. The reactants are: [Cl:1][C:2]1[CH:3]=[C:4]2[C:9](=[CH:10][CH:11]=1)[CH:8]=[C:7]([S:12]([N:15]1[CH2:20][CH2:19][N:18]([C:21]([CH:23]3[CH2:28][CH2:27][N:26]([C:29]4[CH:34]=[CH:33][N:32]=[CH:31][CH:30]=4)[CH2:25][CH2:24]3)=[O:22])[CH:17]([C:35]([O:37]C)=[O:36])[CH2:16]1)(=[O:14])=[O:13])[CH:6]=[CH:5]2.[OH-].[Na+].Cl. (2) Given the product [Br:1][C:2]1[CH:7]=[C:6]([NH2:8])[C:5]([Cl:11])=[N:4][C:3]=1[CH3:12], predict the reactants needed to synthesize it. The reactants are: [Br:1][C:2]1[C:3]([CH3:12])=[N:4][C:5]([Cl:11])=[C:6]([N+:8]([O-])=O)[CH:7]=1.[Cl-].[NH4+].